This data is from Peptide-MHC class I binding affinity with 185,985 pairs from IEDB/IMGT. The task is: Regression. Given a peptide amino acid sequence and an MHC pseudo amino acid sequence, predict their binding affinity value. This is MHC class I binding data. (1) The peptide sequence is VPLTEEAEL. The MHC is Mamu-A2201 with pseudo-sequence Mamu-A2201. The binding affinity (normalized) is 0. (2) The peptide sequence is AAMVLLLRK. The MHC is HLA-A03:01 with pseudo-sequence HLA-A03:01. The binding affinity (normalized) is 0.595.